Dataset: Forward reaction prediction with 1.9M reactions from USPTO patents (1976-2016). Task: Predict the product of the given reaction. (1) Given the reactants [CH2:1]([NH:5][C:6]1[N:14]=[C:13]2[C:9]([N:10]=[C:11]([O:19][CH3:20])[N:12]2[CH2:15][CH2:16][CH2:17]Cl)=[C:8]([NH2:21])[N:7]=1)[CH2:2][CH2:3][CH3:4].[CH3:22][N:23]1[CH2:28][CH2:27][NH:26][CH2:25][CH2:24]1.C(N(CC)C(C)C)(C)C, predict the reaction product. The product is: [CH2:1]([NH:5][C:6]1[N:14]=[C:13]2[C:9]([N:10]=[C:11]([O:19][CH3:20])[N:12]2[CH2:15][CH2:16][CH2:17][N:26]2[CH2:27][CH2:28][N:23]([CH3:22])[CH2:24][CH2:25]2)=[C:8]([NH2:21])[N:7]=1)[CH2:2][CH2:3][CH3:4]. (2) Given the reactants [NH2:1][C:2]1[CH:11]=[CH:10][C:9]([F:12])=[CH:8][C:3]=1[C:4]([O:6][CH3:7])=[O:5].[I:13]N1C(=O)CCC1=O, predict the reaction product. The product is: [NH2:1][C:2]1[C:11]([I:13])=[CH:10][C:9]([F:12])=[CH:8][C:3]=1[C:4]([O:6][CH3:7])=[O:5]. (3) The product is: [C:29]([O:28][CH2:27][CH3:23])(=[O:30])[CH3:34].[CH3:24][CH2:23][CH2:22][CH:21]([CH3:26])[CH3:20].[Cl:1][C:2]1[C:7]([Cl:8])=[CH:6][CH:5]=[CH:4][C:3]=1[S:9]([NH:12][C:13]1[C:18]([O:19][CH2:20][C:21]2[CH:26]=[CH:25][CH:24]=[C:23]([CH2:27][OH:28])[CH:22]=2)=[N:17][C:16]([Cl:35])=[CH:15][N:14]=1)(=[O:11])=[O:10]. Given the reactants [Cl:1][C:2]1[C:7]([Cl:8])=[CH:6][CH:5]=[CH:4][C:3]=1[S:9]([NH:12][C:13]1[C:18]([O:19][CH2:20][C:21]2[CH:26]=[CH:25][CH:24]=[C:23]([CH2:27][O:28][CH:29]3[CH2:34]CCC[O:30]3)[CH:22]=2)=[N:17][C:16]([Cl:35])=[CH:15][N:14]=1)(=[O:11])=[O:10], predict the reaction product. (4) The product is: [CH3:39][N:40]([CH3:41])[C:6]([CH:4]1[CH2:5][C:2]([F:1])([C:9]2[CH:10]=[CH:11][C:12]([C:15]3[CH2:19][C:18]([C:24]4[CH:25]=[C:26]([Cl:32])[C:27]([Cl:31])=[C:28]([Cl:30])[CH:29]=4)([C:20]([F:23])([F:22])[F:21])[O:17][N:16]=3)=[CH:13][CH:14]=2)[CH2:3]1)=[O:8]. Given the reactants [F:1][C:2]1([C:9]2[CH:14]=[CH:13][C:12]([C:15]3[CH2:19][C:18]([C:24]4[CH:29]=[C:28]([Cl:30])[C:27]([Cl:31])=[C:26]([Cl:32])[CH:25]=4)([C:20]([F:23])([F:22])[F:21])[O:17][N:16]=3)=[CH:11][CH:10]=2)[CH2:5][CH:4]([C:6]([OH:8])=O)[CH2:3]1.C(Cl)(=O)C(Cl)=O.[CH3:39][NH:40][CH3:41], predict the reaction product. (5) Given the reactants [Li].[CH2:2]([Li])[CH2:3][CH2:4][CH3:5].FC(F)(F)S(O[CH2:13][CH2:14][CH:15]1[C:27]2[CH:26]=[CH:25][CH:24]=[CH:23][C:22]=2[C:21]2C1=CC=[CH:19][CH:20]=2)(=O)=O, predict the reaction product. The product is: [CH3:5][CH:4]1[C:26]2[C:25](=[CH:24][CH:23]=[C:22]3[CH:21]=[CH:20][CH:19]=[CH:15][C:27]3=2)[CH:2]=[CH:3]1.[CH2:13]=[CH2:14].